From a dataset of Forward reaction prediction with 1.9M reactions from USPTO patents (1976-2016). Predict the product of the given reaction. (1) Given the reactants [N:1]1([C:7]2[N:12]=[C:11]([NH:13][C:14]3[CH:19]=[CH:18][C:17]([CH3:20])=[CH:16][CH:15]=3)[CH:10]=[C:9]([CH2:21][CH2:22][CH3:23])[N:8]=2)[CH2:6][CH2:5][NH:4][CH2:3][CH2:2]1.N1C=CC=CC=1.[CH3:30][O:31][C:32]1[CH:37]=[CH:36][C:35]([S:38](Cl)(=[O:40])=[O:39])=[CH:34][CH:33]=1, predict the reaction product. The product is: [CH3:30][O:31][C:32]1[CH:33]=[CH:34][C:35]([S:38]([N:4]2[CH2:3][CH2:2][N:1]([C:7]3[N:12]=[C:11]([NH:13][C:14]4[CH:19]=[CH:18][C:17]([CH3:20])=[CH:16][CH:15]=4)[CH:10]=[C:9]([CH2:21][CH2:22][CH3:23])[N:8]=3)[CH2:6][CH2:5]2)(=[O:40])=[O:39])=[CH:36][CH:37]=1. (2) Given the reactants Cl[C:2]1[CH:7]=[CH:6][C:5]([NH:8][C:9]([NH:11][C:12]2[CH:27]=[CH:26][C:15]([O:16][C:17]3[CH:22]=[CH:21][N:20]=[C:19]([C:23](=[S:25])[NH2:24])[CH:18]=3)=[CH:14][CH:13]=2)=[O:10])=[CH:4][C:3]=1[C:28](F)(F)F.ClC1C=C[C:36]([NH:39]C(NC2C=CC(OC3C=CN=C(C#N)C=3)=CC=2)=O)=[CH:35]C=1C(F)(F)F, predict the reaction product. The product is: [N:39]1[C:2]2[C:3](=[CH:4][C:5]([NH:8][C:9]([NH:11][C:12]3[CH:27]=[CH:26][C:15]([O:16][C:17]4[CH:22]=[CH:21][N:20]=[C:19]([C:23](=[S:25])[NH2:24])[CH:18]=4)=[CH:14][CH:13]=3)=[O:10])=[CH:6][CH:7]=2)[CH:28]=[CH:35][CH:36]=1.